From a dataset of Peptide-MHC class II binding affinity with 134,281 pairs from IEDB. Regression. Given a peptide amino acid sequence and an MHC pseudo amino acid sequence, predict their binding affinity value. This is MHC class II binding data. (1) The peptide sequence is KAFVLDSDNLIPKVV. The MHC is DRB1_1201 with pseudo-sequence DRB1_1201. The binding affinity (normalized) is 0.338. (2) The peptide sequence is FDPKGATISATPESA. The MHC is HLA-DPA10201-DPB10501 with pseudo-sequence HLA-DPA10201-DPB10501. The binding affinity (normalized) is 0.0434. (3) The peptide sequence is TILQRLGVLFGSRIA. The MHC is DRB1_0101 with pseudo-sequence DRB1_0101. The binding affinity (normalized) is 1.00. (4) The peptide sequence is QASVNGVTLIGESVK. The MHC is DRB1_1501 with pseudo-sequence DRB1_1501. The binding affinity (normalized) is 0.275. (5) The peptide sequence is PNITATYGDKWLDAK. The MHC is HLA-DQA10102-DQB10502 with pseudo-sequence HLA-DQA10102-DQB10502. The binding affinity (normalized) is 0.375. (6) The peptide sequence is FMVAMFLAVAVVLGL. The MHC is DRB1_0701 with pseudo-sequence DRB1_0701. The binding affinity (normalized) is 0.412. (7) The peptide sequence is EVWNRVWITNNPHMQ. The MHC is HLA-DQA10501-DQB10303 with pseudo-sequence HLA-DQA10501-DQB10303. The binding affinity (normalized) is 0.344. (8) The binding affinity (normalized) is 0.664. The peptide sequence is MDKFLANVSTVLTGK. The MHC is DRB1_0701 with pseudo-sequence DRB1_0701. (9) The peptide sequence is AFKVAATAVNAAPAN. The MHC is DRB1_1001 with pseudo-sequence DRB1_1001. The binding affinity (normalized) is 0.882. (10) The peptide sequence is LEAAVKQAYAATIAA. The MHC is DRB1_0405 with pseudo-sequence DRB1_0405. The binding affinity (normalized) is 0.257.